Dataset: Catalyst prediction with 721,799 reactions and 888 catalyst types from USPTO. Task: Predict which catalyst facilitates the given reaction. (1) Reactant: [F:1][CH:2]([F:28])[O:3][C:4]1[CH:9]=[CH:8][C:7]([CH:10]2[CH2:15][N:14]([C:16]([N:18]3[CH2:23][CH2:22][S:21](=[O:24])[CH2:20][CH2:19]3)=[O:17])[CH2:13][CH:12]([C:25](O)=[O:26])[CH2:11]2)=[CH:6][CH:5]=1.O[N:30]=[C:31]([CH:33]1[CH2:35][CH2:34]1)[NH2:32].CN(C(ON1N=NC2C=CC=NC1=2)=[N+](C)C)C.F[P-](F)(F)(F)(F)F.C(N(CC)C(C)C)(C)C. Product: [CH:33]1([C:31]2[N:32]=[C:25]([CH:12]3[CH2:11][CH:10]([C:7]4[CH:8]=[CH:9][C:4]([O:3][CH:2]([F:1])[F:28])=[CH:5][CH:6]=4)[CH2:15][N:14]([C:16]([N:18]4[CH2:19][CH2:20][S:21](=[O:24])[CH2:22][CH2:23]4)=[O:17])[CH2:13]3)[O:26][N:30]=2)[CH2:35][CH2:34]1. The catalyst class is: 3. (2) The catalyst class is: 26. Product: [Br:24][C:8]1[CH:9]=[C:10]2[C:5](=[CH:6][C:7]=1[NH2:11])[N:4]([S:12]([C:15]1[CH:20]=[CH:19][C:18]([CH3:21])=[CH:17][CH:16]=1)(=[O:14])=[O:13])[N:3]=[C:2]2[CH3:1]. Reactant: [CH3:1][C:2]1[C:10]2[C:5](=[CH:6][C:7]([NH2:11])=[CH:8][CH:9]=2)[N:4]([S:12]([C:15]2[CH:20]=[CH:19][C:18]([CH3:21])=[CH:17][CH:16]=2)(=[O:14])=[O:13])[N:3]=1.CO.[Br-:24].[Br-].[Br-].C([N+](CCCC)(CCCC)CCCC)CCC.C([N+](CCCC)(CCCC)CCCC)CCC.C([N+](CCCC)(CCCC)CCCC)CCC.